This data is from NCI-60 drug combinations with 297,098 pairs across 59 cell lines. The task is: Regression. Given two drug SMILES strings and cell line genomic features, predict the synergy score measuring deviation from expected non-interaction effect. (1) Drug 1: CN(C)N=NC1=C(NC=N1)C(=O)N. Drug 2: CCC1(C2=C(COC1=O)C(=O)N3CC4=CC5=C(C=CC(=C5CN(C)C)O)N=C4C3=C2)O.Cl. Cell line: UACC-257. Synergy scores: CSS=4.88, Synergy_ZIP=-0.0829, Synergy_Bliss=0.584, Synergy_Loewe=-16.2, Synergy_HSA=-4.92. (2) Drug 1: CCN(CC)CCCC(C)NC1=C2C=C(C=CC2=NC3=C1C=CC(=C3)Cl)OC. Drug 2: COC1=C2C(=CC3=C1OC=C3)C=CC(=O)O2. Cell line: UACC-257. Synergy scores: CSS=53.7, Synergy_ZIP=26.3, Synergy_Bliss=23.2, Synergy_Loewe=16.6, Synergy_HSA=21.1. (3) Drug 1: C1CN1C2=NC(=NC(=N2)N3CC3)N4CC4. Drug 2: CC(CN1CC(=O)NC(=O)C1)N2CC(=O)NC(=O)C2. Cell line: SW-620. Synergy scores: CSS=26.0, Synergy_ZIP=2.69, Synergy_Bliss=4.57, Synergy_Loewe=-7.82, Synergy_HSA=3.95. (4) Drug 1: COC1=C2C(=CC3=C1OC=C3)C=CC(=O)O2. Drug 2: B(C(CC(C)C)NC(=O)C(CC1=CC=CC=C1)NC(=O)C2=NC=CN=C2)(O)O. Cell line: NCI-H522. Synergy scores: CSS=53.6, Synergy_ZIP=1.87, Synergy_Bliss=-0.209, Synergy_Loewe=-53.5, Synergy_HSA=-3.24. (5) Drug 1: CS(=O)(=O)C1=CC(=C(C=C1)C(=O)NC2=CC(=C(C=C2)Cl)C3=CC=CC=N3)Cl. Drug 2: CC1=C2C(C(=O)C3(C(CC4C(C3C(C(C2(C)C)(CC1OC(=O)C(C(C5=CC=CC=C5)NC(=O)C6=CC=CC=C6)O)O)OC(=O)C7=CC=CC=C7)(CO4)OC(=O)C)O)C)OC(=O)C. Cell line: RPMI-8226. Synergy scores: CSS=53.2, Synergy_ZIP=3.08, Synergy_Bliss=2.09, Synergy_Loewe=-46.8, Synergy_HSA=-2.83. (6) Drug 2: CC(C)(C#N)C1=CC(=CC(=C1)CN2C=NC=N2)C(C)(C)C#N. Cell line: HCC-2998. Synergy scores: CSS=9.89, Synergy_ZIP=-1.10, Synergy_Bliss=-6.55, Synergy_Loewe=-2.36, Synergy_HSA=-4.89. Drug 1: CC1=C(C(CCC1)(C)C)C=CC(=CC=CC(=CC(=O)O)C)C. (7) Cell line: HCT116. Drug 1: CC(C)CN1C=NC2=C1C3=CC=CC=C3N=C2N. Drug 2: CC1C(C(CC(O1)OC2CC(CC3=C2C(=C4C(=C3O)C(=O)C5=CC=CC=C5C4=O)O)(C(=O)C)O)N)O. Synergy scores: CSS=36.4, Synergy_ZIP=2.13, Synergy_Bliss=-1.78, Synergy_Loewe=-25.9, Synergy_HSA=-3.00. (8) Drug 1: CC1=C2C(C(=O)C3(C(CC4C(C3C(C(C2(C)C)(CC1OC(=O)C(C(C5=CC=CC=C5)NC(=O)OC(C)(C)C)O)O)OC(=O)C6=CC=CC=C6)(CO4)OC(=O)C)OC)C)OC. Drug 2: C1=CC(=CC=C1CC(C(=O)O)N)N(CCCl)CCCl.Cl. Cell line: SF-539. Synergy scores: CSS=34.1, Synergy_ZIP=-9.35, Synergy_Bliss=-10.9, Synergy_Loewe=-33.1, Synergy_HSA=-8.42.